This data is from Forward reaction prediction with 1.9M reactions from USPTO patents (1976-2016). The task is: Predict the product of the given reaction. (1) Given the reactants [Cl:1][C:2]1[N:7]=[CH:6][C:5]([NH2:8])=[C:4]([NH:9][CH2:10][C:11]2[CH:19]=[CH:18][CH:17]=[C:16]3[C:12]=2[CH:13]=[N:14][N:15]3[CH:20]2[CH2:25][CH2:24][CH2:23][CH2:22][O:21]2)[CH:3]=1.Cl.[CH2:27](OC(=N)C)[CH3:28].N, predict the reaction product. The product is: [Cl:1][C:2]1[N:7]=[CH:6][C:5]2[N:8]=[C:27]([CH3:28])[N:9]([CH2:10][C:11]3[CH:19]=[CH:18][CH:17]=[C:16]4[C:12]=3[CH:13]=[N:14][N:15]4[CH:20]3[CH2:25][CH2:24][CH2:23][CH2:22][O:21]3)[C:4]=2[CH:3]=1. (2) The product is: [ClH:34].[CH3:1][C:2]1[CH:7]=[CH:6][N:5]=[C:4]2[NH:8][N:9]=[C:10]([CH:11]3[CH2:16][CH2:15][NH:14][CH2:13][CH2:12]3)[C:3]=12. Given the reactants [CH3:1][C:2]1[CH:7]=[CH:6][N:5]=[C:4]2[N:8](COCC[Si](C)(C)C)[N:9]=[C:10]([CH:11]3[CH2:16][CH2:15][N:14](C(OC(C)(C)C)=O)[CH2:13][CH2:12]3)[C:3]=12.Cl.C(Cl)[Cl:34], predict the reaction product. (3) Given the reactants [Br:1][C:2]1[N:3](COC)[CH:4]=[C:5]([N+:7]([O-:9])=[O:8])[N:6]=1.Cl, predict the reaction product. The product is: [Br:1][C:2]1[NH:3][CH:4]=[C:5]([N+:7]([O-:9])=[O:8])[N:6]=1. (4) Given the reactants [CH3:1][O:2][C:3]1[CH:8]=[C:7](F)[C:6]([CH3:10])=[CH:5][C:4]=1[N+:11]([O-:13])=[O:12].Cl.Cl.[CH3:16][S:17]([N:20]1[CH2:25][CH2:24][N:23]([CH:26]2[CH2:31][CH2:30][NH:29][CH2:28][CH2:27]2)[CH2:22][CH2:21]1)(=[O:19])=[O:18].C([O-])([O-])=O.[K+].[K+].O, predict the reaction product. The product is: [CH3:10][C:6]1[CH:5]=[C:4]([N+:11]([O-:13])=[O:12])[C:3]([O:2][CH3:1])=[CH:8][C:7]=1[N:29]1[CH2:28][CH2:27][CH:26]([N:23]2[CH2:24][CH2:25][N:20]([S:17]([CH3:16])(=[O:19])=[O:18])[CH2:21][CH2:22]2)[CH2:31][CH2:30]1. (5) Given the reactants [OH-].[Na+].C(O[C:6]([C:8]1[N:16]([CH3:17])[C:15]2[CH:14]=[CH:13][N:12]=[N:11][C:10]=2[C:9]=1[NH:18][C:19]1[CH:24]=[CH:23][C:22]([I:25])=[CH:21][C:20]=1[F:26])=[O:7])C.C1C=CC2N(O)N=NC=2C=1.CCN=C=NCCCN(C)C.CCN(C(C)C)C(C)C.[CH:57]([O:59][CH2:60][CH2:61][O:62][NH2:63])=[CH2:58], predict the reaction product. The product is: [CH:57]([O:59][CH2:60][CH2:61][O:62][NH:63][C:6]([C:8]1[N:16]([CH3:17])[C:15]2[CH:14]=[CH:13][N:12]=[N:11][C:10]=2[C:9]=1[NH:18][C:19]1[CH:24]=[CH:23][C:22]([I:25])=[CH:21][C:20]=1[F:26])=[O:7])=[CH2:58].